Dataset: Forward reaction prediction with 1.9M reactions from USPTO patents (1976-2016). Task: Predict the product of the given reaction. (1) Given the reactants [CH2:1]([CH:5]([CH2:11][C:12]1[CH:17]=[CH:16][C:15]([O:18][CH2:19][CH2:20][NH:21][C:22]([C:24]2[CH:29]=[CH:28][C:27]([C:30]3[CH:35]=[CH:34][CH:33]=[C:32]([CH:36]([O:39][CH3:40])[O:37][CH3:38])[CH:31]=3)=[CH:26][CH:25]=2)=[O:23])=[CH:14][CH:13]=1)[C:6]([O:8]CC)=[O:7])[CH2:2][CH2:3][CH3:4].[OH-].[Na+], predict the reaction product. The product is: [CH2:1]([CH:5]([CH2:11][C:12]1[CH:13]=[CH:14][C:15]([O:18][CH2:19][CH2:20][NH:21][C:22]([C:24]2[CH:25]=[CH:26][C:27]([C:30]3[CH:35]=[CH:34][CH:33]=[C:32]([CH:36]([O:37][CH3:38])[O:39][CH3:40])[CH:31]=3)=[CH:28][CH:29]=2)=[O:23])=[CH:16][CH:17]=1)[C:6]([OH:8])=[O:7])[CH2:2][CH2:3][CH3:4]. (2) Given the reactants Br[C:2]1[CH:7]=[CH:6][C:5]([C:8]2[N:9]3[N:16]=[C:15]([CH3:17])[C:14]([N:18]4[C:22]([CH3:23])=[N:21][C:20]([CH3:24])=[N:19]4)=[C:10]3[O:11][C:12]=2[CH3:13])=[C:4]([CH3:25])[CH:3]=1.COC1C2[C:32](=[C:33]3C(=CC=2)C(OC)=C[CH:35]=[N:34]3)[N:31]=CC=1.N1C=CN=C1.C([O-])([O-])=O.[Cs+].[Cs+], predict the reaction product. The product is: [N:31]1([C:2]2[CH:7]=[CH:6][C:5]([C:8]3[N:9]4[N:16]=[C:15]([CH3:17])[C:14]([N:18]5[C:22]([CH3:23])=[N:21][C:20]([CH3:24])=[N:19]5)=[C:10]4[O:11][C:12]=3[CH3:13])=[C:4]([CH3:25])[CH:3]=2)[CH:32]=[CH:33][N:34]=[CH:35]1. (3) Given the reactants Br[C:2]1[CH:7]=[C:6]([CH3:8])[CH:5]=[CH:4][N:3]=1.CCCCCC.C([Li])CCC.[CH2:20]([O:22][C:23]1[CH:30]=[C:29]([N+:31]([O-:33])=[O:32])[CH:28]=[CH:27][C:24]=1[CH:25]=[O:26])[CH3:21].O, predict the reaction product. The product is: [CH2:20]([O:22][C:23]1[CH:30]=[C:29]([N+:31]([O-:33])=[O:32])[CH:28]=[CH:27][C:24]=1[CH:25]([C:2]1[CH:7]=[C:6]([CH3:8])[CH:5]=[CH:4][N:3]=1)[OH:26])[CH3:21]. (4) Given the reactants [CH2:1]([Li])CCC.[CH:6]1([C:9]#[C:10][Si:11]([CH3:14])([CH3:13])[CH3:12])[CH2:8][CH2:7]1.S(OC)(OC)(=O)=O, predict the reaction product. The product is: [CH3:12][Si:11]([CH3:14])([CH3:13])[C:10]#[C:9][C:6]1([CH3:1])[CH2:8][CH2:7]1.